From a dataset of Reaction yield outcomes from USPTO patents with 853,638 reactions. Predict the reaction yield, written as a fraction of the theoretical maximum amount of product (1.0 means a 100% yield; for example, 0.34 means a 34% yield). (1) The reactants are [CH3:1][O:2][C:3]1[CH:10]=[CH:9][C:6]([CH:7]=O)=[CH:5][C:4]=1[CH3:11].CO[CH:14](OC)[CH2:15][NH2:16]. The catalyst is C1C=CC=CC=1. The product is [CH3:1][O:2][C:3]1[CH:10]=[C:9]2[C:6](=[CH:5][C:4]=1[CH3:11])[CH:7]=[N:16][CH:15]=[CH:14]2. The yield is 0.220. (2) The reactants are Br[C:2]1[N:3]=[CH:4][S:5][C:6]=1[NH:7][C:8](=[O:10])[CH3:9].C([O-])([O-])=O.[Cs+].[Cs+].N#N.C[NH:20][C@@H:21]1CCC[CH2:23][C@H:22]1[NH:27][CH3:28].CC1N=CNC=1. The catalyst is CN(C=O)C.[Cu]I. The product is [CH3:23][C:22]1[N:27]=[CH:28][N:20]([C:2]2[N:3]=[CH:4][S:5][C:6]=2[NH:7][C:8](=[O:10])[CH3:9])[CH:21]=1. The yield is 0.200. (3) The reactants are Br[C:2](=[CH:5]OC(C)C)[CH:3]=[O:4].[S:10]1[CH2:14][C:13](=[NH:15])[NH:12][CH2:11]1.C(N(CC)CC)C. The catalyst is C(#N)C. The product is [N:15]1[C:2]([CH:3]=[O:4])=[CH:5][N:12]2[C:13]=1[CH2:14][S:10][CH2:11]2. The yield is 0.150. (4) The reactants are [CH:1]1([O:6][C:7]2[CH:8]=[C:9]([CH:12]=[CH:13][C:14]=2[O:15][CH3:16])[CH:10]=O)[CH2:5][CH2:4][CH2:3][CH2:2]1.[NH2:17]C1C=NC(Br)=CN=1.C(O[BH-](OC(=O)C)OC(=O)C)(=O)C.[Na+].C(O)(=O)C. The catalyst is ClCCl.C(OCC)(=O)C. The product is [CH:1]1([O:6][C:7]2[CH:8]=[C:9]([CH:12]=[CH:13][C:14]=2[O:15][CH3:16])[CH2:10][NH2:17])[CH2:5][CH2:4][CH2:3][CH2:2]1. The yield is 0.610.